From a dataset of Full USPTO retrosynthesis dataset with 1.9M reactions from patents (1976-2016). Predict the reactants needed to synthesize the given product. Given the product [O:1]1[C:5]2([CH2:10][CH2:9][CH:8]([CH2:11][C:12]3[CH:13]=[C:14]4[C:20]([C:21]5[CH2:22][N:23]([CH3:26])[NH:24][CH:25]=5)=[CH:19][N:18]([CH2:27][O:28][CH2:29][CH2:30][Si:31]([CH3:33])([CH3:32])[CH3:34])[C:15]4=[N:16][CH:17]=3)[CH2:7][CH2:6]2)[O:4][CH2:3][CH2:2]1, predict the reactants needed to synthesize it. The reactants are: [O:1]1[C:5]2([CH2:10][CH2:9][C:8](=[CH:11][C:12]3[CH:13]=[C:14]4[C:20]([C:21]5[CH2:22][N:23]([CH3:26])[NH:24][CH:25]=5)=[CH:19][N:18]([CH2:27][O:28][CH2:29][CH2:30][Si:31]([CH3:34])([CH3:33])[CH3:32])[C:15]4=[N:16][CH:17]=3)[CH2:7][CH2:6]2)[O:4][CH2:3][CH2:2]1.